Dataset: Catalyst prediction with 721,799 reactions and 888 catalyst types from USPTO. Task: Predict which catalyst facilitates the given reaction. (1) Reactant: [C:1]1(O)[C:5](=[O:6])[C:3](=O)[C:2]=1[OH:7].[CH3:9][N:10]([C:14]1[CH:19]=[CH:18][CH:17]=[C:16]([O:20][CH2:21][CH2:22][CH2:23][CH3:24])[CH:15]=1)[CH2:11][CH2:12][OH:13].[CH3:25][CH2:26][CH2:27][CH2:28][OH:29]. Product: [CH2:21]([O:20][C:16]1[CH:15]=[C:14]([N:10]([CH2:11][CH2:12][OH:13])[CH3:9])[CH:19]=[CH:18][C:17]=1[C:3]1[C:2]([OH:7])=[C:1]([C:27]2[CH:26]=[CH:25][C:14]([N:10]([CH2:11][CH2:12][OH:13])[CH3:9])=[CH:15][C:28]=2[O:29][CH2:19][CH2:18][CH2:17][CH3:16])[C:5]=1[OH:6])[CH2:22][CH2:23][CH3:24]. The catalyst class is: 11. (2) Product: [ClH:40].[F:32][C:26]1[CH:27]=[C:28]([F:31])[CH:29]=[CH:30][C:25]=1[N:24]1[CH:20]([C:18]2[CH:19]=[C:14]([N:11]3[CH2:12][CH2:13][NH:8][CH2:9][CH2:10]3)[CH:15]=[N:16][CH:17]=2)[CH2:21][C:22]([C:33]([F:39])([F:38])[C:34]([F:35])([F:36])[F:37])=[N:23]1. The catalyst class is: 13. Reactant: C([N:8]1[CH2:13][CH2:12][N:11]([C:14]2[CH:15]=[N:16][CH:17]=[C:18]([CH:20]3[N:24]([C:25]4[CH:30]=[CH:29][C:28]([F:31])=[CH:27][C:26]=4[F:32])[N:23]=[C:22]([C:33]([F:39])([F:38])[C:34]([F:37])([F:36])[F:35])[CH2:21]3)[CH:19]=2)[CH2:10][CH2:9]1)(OC(C)(C)C)=O.[ClH:40]. (3) Reactant: [CH3:1][N:2]1[CH2:7][CH2:6][N:5]([CH2:8][C:9]2[CH:14]=[CH:13][C:12]([C:15]3[CH:20]=[CH:19][C:18]([CH2:21][CH2:22][C:23]([C:25]4[O:26][C:27]([C:30]5[N:35]=[C:34]([C:36]([O:38]C)=[O:37])[CH:33]=[CH:32][CH:31]=5)=[CH:28][N:29]=4)=[O:24])=[CH:17][CH:16]=3)=[CH:11][CH:10]=2)[CH2:4][CH2:3]1.[Li+].[OH-].Cl. Product: [CH3:1][N:2]1[CH2:3][CH2:4][N:5]([CH2:8][C:9]2[CH:10]=[CH:11][C:12]([C:15]3[CH:16]=[CH:17][C:18]([CH2:21][CH2:22][C:23]([C:25]4[O:26][C:27]([C:30]5[N:35]=[C:34]([C:36]([OH:38])=[O:37])[CH:33]=[CH:32][CH:31]=5)=[CH:28][N:29]=4)=[O:24])=[CH:19][CH:20]=3)=[CH:13][CH:14]=2)[CH2:6][CH2:7]1. The catalyst class is: 569. (4) Product: [CH3:20][O:1][C:2]1[C:7]([CH3:8])=[CH:6][C:5]([NH:9][C:10](=[O:16])[O:11][C:12]([CH3:13])([CH3:14])[CH3:15])=[C:4]([CH3:17])[CH:3]=1. Reactant: [OH:1][C:2]1[C:7]([CH3:8])=[CH:6][C:5]([NH:9][C:10](=[O:16])[O:11][C:12]([CH3:15])([CH3:14])[CH3:13])=[C:4]([CH3:17])[CH:3]=1.CI.[C:20](=O)([O-])[O-].[K+].[K+]. The catalyst class is: 35. (5) Product: [Cl:35][CH2:33][CH2:32][CH2:31][CH2:36][O:1][C:2]1[CH:11]=[C:10]2[C:5]([C:6]([O:12][C:13]3[CH:18]=[CH:17][C:16]([CH3:19])=[CH:15][C:14]=3[C:20]([C:22]3[CH:23]=[CH:24][CH:25]=[CH:26][CH:27]=3)=[O:21])=[CH:7][CH:8]=[N:9]2)=[CH:4][C:3]=1[O:28][CH3:29]. Reactant: [OH:1][C:2]1[CH:11]=[C:10]2[C:5]([C:6]([O:12][C:13]3[CH:18]=[CH:17][C:16]([CH3:19])=[CH:15][C:14]=3[C:20]([C:22]3[CH:27]=[CH:26][CH:25]=[CH:24][CH:23]=3)=[O:21])=[CH:7][CH:8]=[N:9]2)=[CH:4][C:3]=1[O:28][CH3:29].Br[CH2:31][CH2:32][CH:33]([Cl:35])C.[C:36](=O)([O-])[O-].[K+].[K+].O. The catalyst class is: 9. (6) Reactant: [P:1](Cl)([O:8][CH2:9][CH:10]([CH3:12])[CH3:11])([O:3][CH2:4][CH:5]([CH3:7])[CH3:6])=[O:2].N1C=CC=CC=1.[CH2:20]([OH:24])[CH2:21][CH2:22][CH3:23]. Product: [P:1]([O:8][CH2:9][CH:10]([CH3:12])[CH3:11])([O:3][CH2:4][CH:5]([CH3:7])[CH3:6])([O:24][CH2:20][CH2:21][CH2:22][CH3:23])=[O:2]. The catalyst class is: 4.